This data is from Forward reaction prediction with 1.9M reactions from USPTO patents (1976-2016). The task is: Predict the product of the given reaction. (1) Given the reactants [NH2:1][CH2:2][C:3]1[CH:4]=[CH:5][C:6]([Cl:26])=[C:7]([C:9]2[NH:13][C:12](=[O:14])[N:11]([C:15]3[CH:20]=[CH:19][C:18]([N+:21]([O-:23])=[O:22])=[C:17]([O:24][CH3:25])[CH:16]=3)[N:10]=2)[CH:8]=1.[CH:27]1([C:30](Cl)=[O:31])[CH2:29][CH2:28]1.CCN(C(C)C)C(C)C, predict the reaction product. The product is: [Cl:26][C:6]1[CH:5]=[CH:4][C:3]([CH2:2][NH:1][C:30]([CH:27]2[CH2:29][CH2:28]2)=[O:31])=[CH:8][C:7]=1[C:9]1[NH:13][C:12](=[O:14])[N:11]([C:15]2[CH:20]=[CH:19][C:18]([N+:21]([O-:23])=[O:22])=[C:17]([O:24][CH3:25])[CH:16]=2)[N:10]=1. (2) Given the reactants [CH3:1][NH:2][CH:3]([CH2:5]/[CH:6]=[CH:7]/[C:8]1[CH:9]=[N:10][CH:11]=[C:12]([O:14][CH:15]([CH3:17])[CH3:16])[CH:13]=1)[CH3:4].[O:18]=[C:19]([OH:31])[C@@H:20]([C@H:22]([C@H:24]([C@@H:26]([C:28]([OH:30])=[O:29])[OH:27])[OH:25])[OH:23])[OH:21].O, predict the reaction product. The product is: [O:18]=[C:19]([OH:31])[C@@H:20]([C@H:22]([C@H:24]([C@@H:26]([C:28]([OH:30])=[O:29])[OH:27])[OH:25])[OH:23])[OH:21].[CH3:1][NH:2][CH:3]([CH2:5]/[CH:6]=[CH:7]/[C:8]1[CH:9]=[N:10][CH:11]=[C:12]([O:14][CH:15]([CH3:17])[CH3:16])[CH:13]=1)[CH3:4].[CH3:1][NH:2][CH:3]([CH2:5]/[CH:6]=[CH:7]/[C:8]1[CH:9]=[N:10][CH:11]=[C:12]([O:14][CH:15]([CH3:17])[CH3:16])[CH:13]=1)[CH3:4]. (3) Given the reactants [N+:1]([C:4]1[CH:14]=[CH:13][C:7]([O:8][CH2:9][CH:10]2[O:12][CH2:11]2)=[CH:6][CH:5]=1)([O-:3])=[O:2].[CH3:15][NH:16][CH3:17], predict the reaction product. The product is: [CH3:15][N:16]([CH2:11][CH:10]([OH:12])[CH2:9][O:8][C:7]1[CH:13]=[CH:14][C:4]([N+:1]([O-:3])=[O:2])=[CH:5][CH:6]=1)[CH3:17]. (4) Given the reactants [Cl:1][S:2]([OH:5])(=O)=[O:3].[CH3:6][C:7]1[NH:8][CH:9]=[CH:10][N:11]=1.C(=O)([O-])[O-].[Na+].[Na+], predict the reaction product. The product is: [CH3:6][C:7]1[NH:8][CH:9]=[C:10]([S:2]([Cl:1])(=[O:5])=[O:3])[N:11]=1.